Dataset: Full USPTO retrosynthesis dataset with 1.9M reactions from patents (1976-2016). Task: Predict the reactants needed to synthesize the given product. (1) Given the product [C:1]1([C:15]2[CH:16]=[CH:17][CH:18]=[CH:19][CH:20]=2)[CH:6]=[CH:5][CH:4]=[CH:3][C:2]=1[CH:7]1[N:14]([CH2:27][C:23]2[CH:22]=[C:21]([C:29]3[CH:34]=[CH:33][CH:32]=[CH:31][CH:30]=3)[CH:26]=[CH:25][CH:24]=2)[C:10](=[O:12])[CH2:9][CH2:8]1, predict the reactants needed to synthesize it. The reactants are: [C:1]1([C:15]2[CH:20]=[CH:19][CH:18]=[CH:17][CH:16]=2)[CH:6]=[CH:5][CH:4]=[CH:3][C:2]=1[CH:7]([NH2:14])[CH2:8][CH2:9][C:10]([O:12]C)=O.[C:21]1([C:29]2[CH:34]=[CH:33][CH:32]=[CH:31][CH:30]=2)[CH:26]=[CH:25][CH:24]=[C:23]([CH:27]=O)[CH:22]=1. (2) The reactants are: [Cl:1][C:2]1[CH:3]=[C:4]([C:9]2[O:13][N:12]=[C:11]([C:14]3[CH:19]=[CH:18][C:17]([CH2:20][CH2:21][C:22]([O:24][C:25]([CH3:28])([CH3:27])[CH3:26])=[O:23])=[CH:16][C:15]=3[CH3:29])[N:10]=2)[CH:5]=[N:6][C:7]=1Cl.[CH3:30][CH:31]([NH2:33])[CH3:32]. Given the product [Cl:1][C:2]1[CH:3]=[C:4]([C:9]2[O:13][N:12]=[C:11]([C:14]3[CH:19]=[CH:18][C:17]([CH2:20][CH2:21][C:22]([O:24][C:25]([CH3:26])([CH3:27])[CH3:28])=[O:23])=[CH:16][C:15]=3[CH3:29])[N:10]=2)[CH:5]=[N:6][C:7]=1[NH:33][CH:31]([CH3:32])[CH3:30], predict the reactants needed to synthesize it. (3) Given the product [C:13]([N:5]1[C:6]2[C:11](=[CH:10][C:9]([F:12])=[CH:8][CH:7]=2)[C@H:2]([NH:1][C:21]2[CH:28]=[CH:27][C:24]([C:25]#[N:26])=[CH:23][CH:22]=2)[C@@H:3]([CH3:19])[C@@H:4]1[CH:16]1[CH2:18][CH2:17]1)(=[O:15])[CH3:14], predict the reactants needed to synthesize it. The reactants are: [NH2:1][C@H:2]1[C:11]2[C:6](=[CH:7][CH:8]=[C:9]([F:12])[CH:10]=2)[N:5]([C:13](=[O:15])[CH3:14])[C@@H:4]([CH:16]2[CH2:18][CH2:17]2)[C@@H:3]1[CH3:19].Br[C:21]1[CH:28]=[CH:27][C:24]([C:25]#[N:26])=[CH:23][CH:22]=1.CC(C)([O-])C.[Na+].CN(C1C(C2C(P(C3CCCCC3)C3CCCCC3)=CC=CC=2)=CC=CC=1)C. (4) Given the product [C:1]([CH:7]([CH3:6])[C:8](=[O:10])[CH2:14][CH2:13][C:12]([O:16][CH2:17][CH3:18])=[O:15])(=[O:3])[CH3:2], predict the reactants needed to synthesize it. The reactants are: [CH2:1]([OH:3])[CH3:2].[Na].C[C:6](=O)[CH2:7][C:8](=[O:10])C.[C:12]([O:16][CH2:17][CH3:18])(=[O:15])[CH:13]=[CH2:14]. (5) Given the product [F:30][CH:31]([F:37])[C:32]([NH:1][CH2:2][CH:3]1[O:7][C:6](=[O:8])[N:5]([C:9]2[CH:14]=[CH:13][C:12]([CH:15]3[CH2:20][CH2:19][CH:18]([OH:21])[CH2:17][CH2:16]3)=[C:11]([F:22])[CH:10]=2)[CH2:4]1)=[O:33], predict the reactants needed to synthesize it. The reactants are: [NH2:1][CH2:2][CH:3]1[O:7][C:6](=[O:8])[N:5]([C:9]2[CH:14]=[CH:13][C:12]([CH:15]3[CH2:20][CH2:19][CH:18]([OH:21])[CH2:17][CH2:16]3)=[C:11]([F:22])[CH:10]=2)[CH2:4]1.C(N(CC)CC)C.[F:30][CH:31]([F:37])[C:32](OCC)=[O:33]. (6) Given the product [CH:1]1([N:9]2[C:12](=[O:13])[C:11]([CH3:15])([CH3:14])[N:10]2[C:19]([C:18]2[CH:22]=[CH:23][CH:24]=[CH:25][C:17]=2[CH3:16])=[O:20])[CH2:8][CH2:7][CH2:6][CH2:5][CH2:4][CH2:3][CH2:2]1, predict the reactants needed to synthesize it. The reactants are: [CH:1]1([N:9]2[C:12](=[O:13])[C:11]([CH3:15])([CH3:14])[NH:10]2)[CH2:8][CH2:7][CH2:6][CH2:5][CH2:4][CH2:3][CH2:2]1.[CH3:16][C:17]1[CH:25]=[CH:24][CH:23]=[CH:22][C:18]=1[C:19](Cl)=[O:20]. (7) Given the product [F:28][CH:2]([F:1])[O:3][C:4]1[CH:5]=[CH:6][C:7]([C:10]2[CH:15]=[CH:14][C:13]([N:16]([CH2:18][C:19]3[CH:20]=[C:21]([C:25]([NH:39][S:36]([C:31]4[CH:32]=[CH:33][CH:34]=[CH:35][C:30]=4[CH3:29])(=[O:37])=[O:38])=[O:27])[O:22][C:23]=3[CH3:24])[CH3:17])=[CH:12][CH:11]=2)=[CH:8][CH:9]=1, predict the reactants needed to synthesize it. The reactants are: [F:1][CH:2]([F:28])[O:3][C:4]1[CH:9]=[CH:8][C:7]([C:10]2[CH:15]=[CH:14][C:13]([N:16]([CH2:18][C:19]3[CH:20]=[C:21]([C:25]([OH:27])=O)[O:22][C:23]=3[CH3:24])[CH3:17])=[CH:12][CH:11]=2)=[CH:6][CH:5]=1.[CH3:29][C:30]1[CH:35]=[CH:34][CH:33]=[CH:32][C:31]=1[S:36]([NH2:39])(=[O:38])=[O:37].Cl.CN(C)CCCN=C=NCC. (8) Given the product [CH3:14][N:15]1[C:19]([C:20]([OH:22])=[O:21])=[C:18]([C:24]([F:25])([F:26])[F:27])[C:17]([C:28]2[CH:33]=[CH:32][C:31]([C:34]([F:35])([F:36])[F:37])=[CH:30][CH:29]=2)=[N:16]1, predict the reactants needed to synthesize it. The reactants are: FC(F)OC1C=C(C(O)=O)N(C)N=1.[CH3:14][N:15]1[C:19]([C:20]([O:22]C)=[O:21])=[C:18]([C:24]([F:27])([F:26])[F:25])[C:17]([C:28]2[CH:33]=[CH:32][C:31]([C:34]([F:37])([F:36])[F:35])=[CH:30][CH:29]=2)=[N:16]1.